From a dataset of Peptide-MHC class I binding affinity with 185,985 pairs from IEDB/IMGT. Regression. Given a peptide amino acid sequence and an MHC pseudo amino acid sequence, predict their binding affinity value. This is MHC class I binding data. (1) The peptide sequence is GTSKIKMKW. The MHC is HLA-A01:01 with pseudo-sequence HLA-A01:01. The binding affinity (normalized) is 0. (2) The peptide sequence is IQPTSGCIVI. The MHC is Mamu-A01 with pseudo-sequence Mamu-A01. The binding affinity (normalized) is 0.192. (3) The peptide sequence is MRMLWMANY. The MHC is HLA-B57:01 with pseudo-sequence HLA-B57:01. The binding affinity (normalized) is 0.213. (4) The peptide sequence is NVNKLMEEY. The binding affinity (normalized) is 0.391. The MHC is HLA-A68:01 with pseudo-sequence HLA-A68:01.